From a dataset of Reaction yield outcomes from USPTO patents with 853,638 reactions. Predict the reaction yield, written as a fraction of the theoretical maximum amount of product (1.0 means a 100% yield; for example, 0.34 means a 34% yield). (1) The reactants are Br[C:2]1[CH:7]=[CH:6][C:5]([CH2:8][CH2:9][CH2:10][CH3:11])=[CH:4][CH:3]=1.[B:12]1([B:12]2[O:16][C:15]([CH3:18])([CH3:17])[C:14]([CH3:20])([CH3:19])[O:13]2)[O:16][C:15]([CH3:18])([CH3:17])[C:14]([CH3:20])([CH3:19])[O:13]1.C([O-])([O-])=O.[Cs+].[Cs+].O. The catalyst is O1CCOCC1.O.C1C=CC(P(C2C=CC=CC=2)[C-]2C=CC=C2)=CC=1.C1C=CC(P(C2C=CC=CC=2)[C-]2C=CC=C2)=CC=1.Cl[Pd]Cl.[Fe+2]. The product is [CH2:8]([C:5]1[CH:6]=[CH:7][C:2]([B:12]2[O:16][C:15]([CH3:18])([CH3:17])[C:14]([CH3:20])([CH3:19])[O:13]2)=[CH:3][CH:4]=1)[CH2:9][CH2:10][CH3:11]. The yield is 0.750. (2) The reactants are [Cl-].[Mg+2].[Cl-].[CH2:4]=[O:5].C(N(CC)CC)C.[CH2:13]1[C:21]2[CH:20]=[CH:19][CH:18]=[C:17]([OH:22])[C:16]=2[CH2:15][CH2:14]1.Cl. The catalyst is O1CCCC1. The product is [OH:22][C:17]1[C:18]([CH:4]=[O:5])=[CH:19][CH:20]=[C:21]2[C:16]=1[CH2:15][CH2:14][CH2:13]2. The yield is 0.860. (3) The reactants are C[O:2][C:3]1[CH:8]=[CH:7][C:6]([N:9]2[CH:13]=[C:12]([C:14]#[N:15])[CH:11]=[N:10]2)=[CH:5][CH:4]=1.B(Br)(Br)Br. The catalyst is ClCCl. The product is [OH:2][C:3]1[CH:4]=[CH:5][C:6]([N:9]2[CH:13]=[C:12]([C:14]#[N:15])[CH:11]=[N:10]2)=[CH:7][CH:8]=1. The yield is 0.430. (4) The reactants are [CH3:1][O:2][C:3](=[O:44])[C@@H:4]([NH:25][C:26](=[O:43])[C:27]1[CH:32]=[CH:31][C:30]([C:33]#[C:34][C:35]2[CH:40]=[CH:39][C:38]([CH2:41][NH2:42])=[CH:37][CH:36]=2)=[CH:29][CH:28]=1)[C@H:5]([NH:7][C:8]([O:10][CH2:11][CH:12]1[C:24]2[CH:23]=[CH:22][CH:21]=[CH:20][C:19]=2[C:18]2[C:13]1=[CH:14][CH:15]=[CH:16][CH:17]=2)=[O:9])[CH3:6].CCN(C(C)C)C(C)C.[CH3:54][S:55](Cl)(=[O:57])=[O:56]. The catalyst is C(Cl)(Cl)Cl.CCOC(C)=O. The product is [CH3:1][O:2][C:3](=[O:44])[C@@H:4]([NH:25][C:26](=[O:43])[C:27]1[CH:28]=[CH:29][C:30]([C:33]#[C:34][C:35]2[CH:36]=[CH:37][C:38]([CH2:41][NH:42][S:55]([CH3:54])(=[O:57])=[O:56])=[CH:39][CH:40]=2)=[CH:31][CH:32]=1)[C@H:5]([NH:7][C:8]([O:10][CH2:11][CH:12]1[C:24]2[CH:23]=[CH:22][CH:21]=[CH:20][C:19]=2[C:18]2[C:13]1=[CH:14][CH:15]=[CH:16][CH:17]=2)=[O:9])[CH3:6]. The yield is 0.970. (5) The reactants are Cl[C:2]1[N:7]=[C:6]([N:8]2[CH2:13][CH2:12][NH:11][CH2:10][CH2:9]2)[CH:5]=[N:4][CH:3]=1.[CH2:14]([OH:21])[C:15]1[CH:20]=[CH:19][CH:18]=[CH:17][CH:16]=1. No catalyst specified. The product is [CH2:14]([O:21][C:2]1[CH:3]=[N:4][CH:5]=[C:6]([N:8]2[CH2:13][CH2:12][NH:11][CH2:10][CH2:9]2)[N:7]=1)[C:15]1[CH:20]=[CH:19][CH:18]=[CH:17][CH:16]=1. The yield is 0.900. (6) The reactants are [NH2:1][C:2]1[N:7]=[C:6]([NH2:8])[C:5]([O:9][C:10]2[C:15]([CH:16]([CH3:18])[CH3:17])=[CH:14][C:13]([OH:19])=[C:12]([I:20])[CH:11]=2)=[CH:4][N:3]=1.Br[CH2:22][CH2:23][O:24][Si:25]([C:28](C)(C)C)([CH3:27])[CH3:26].C([O-])([O-])=O.[K+].[K+]. The catalyst is CN(C=O)C. The product is [I:20][C:12]1[C:13]([O:19][CH2:22][CH2:23][O:24][Si:25]([CH3:28])([CH3:27])[CH3:26])=[CH:14][C:15]([CH:16]([CH3:18])[CH3:17])=[C:10]([CH:11]=1)[O:9][C:5]1[C:6]([NH2:8])=[N:7][C:2]([NH2:1])=[N:3][CH:4]=1. The yield is 0.900. (7) The reactants are [O:1]1CCOCC1.[Cl:7][C:8]1[CH:9]=[C:10]2[C:18](=[CH:19][C:20]=1[Cl:21])[NH:17][C:16]1[C:15]([CH3:23])([CH3:22])[C:14]3[CH:24]=[C:25]([O:28][CH3:29])[CH:26]=[CH:27][C:13]=3[CH2:12][C:11]2=1.C(C1C(=O)C(Cl)=C(Cl)C(=O)C=1C#N)#N. The catalyst is O. The product is [Cl:7][C:8]1[CH:9]=[C:10]2[C:18](=[CH:19][C:20]=1[Cl:21])[NH:17][C:16]1[C:15]([CH3:22])([CH3:23])[C:14]3[CH:24]=[C:25]([O:28][CH3:29])[CH:26]=[CH:27][C:13]=3[C:12](=[O:1])[C:11]2=1. The yield is 0.260. (8) The reactants are [CH2:1]([N:8]1[CH2:14][C:13]2[CH:15]=[CH:16][C:17](Cl)=[N:18][C:12]=2[O:11][CH2:10][CH2:9]1)[C:2]1[CH:7]=[CH:6][CH:5]=[CH:4][CH:3]=1.[CH3:20][C:21]([O-:24])([CH3:23])[CH3:22].[Na+].O. The catalyst is C1(C)C=CC=CC=1.C1C=CC(/C=C/C(/C=C/C2C=CC=CC=2)=O)=CC=1.C1C=CC(/C=C/C(/C=C/C2C=CC=CC=2)=O)=CC=1.C1C=CC(/C=C/C(/C=C/C2C=CC=CC=2)=O)=CC=1.[Pd].[Pd].C1C=CC(P(C2C(C3C(P(C4C=CC=CC=4)C4C=CC=CC=4)=CC=C4C=3C=CC=C4)=C3C(C=CC=C3)=CC=2)C2C=CC=CC=2)=CC=1. The product is [CH2:1]([N:8]1[CH2:14][C:13]2[CH:15]=[CH:16][C:17]([O:24][C:21]([CH3:23])([CH3:22])[CH3:20])=[N:18][C:12]=2[O:11][CH2:10][CH2:9]1)[C:2]1[CH:7]=[CH:6][CH:5]=[CH:4][CH:3]=1. The yield is 0.720. (9) The reactants are [CH3:1][NH:2][CH2:3][C:4]#[N:5].[C:6]([N:14]=[C:15]=[O:16])(=[O:13])[C:7]1[CH:12]=[CH:11][CH:10]=[CH:9][CH:8]=1. The catalyst is O1CCCC1. The product is [NH:5]=[C:4]1[CH2:3][N:2]([CH3:1])[C:15](=[O:16])[N:14]1[C:6]([C:7]1[CH:12]=[CH:11][CH:10]=[CH:9][CH:8]=1)=[O:13]. The yield is 0.990.